This data is from Reaction yield outcomes from USPTO patents with 853,638 reactions. The task is: Predict the reaction yield, written as a fraction of the theoretical maximum amount of product (1.0 means a 100% yield; for example, 0.34 means a 34% yield). The yield is 0.720. The reactants are [I:1][C:2]1[CH:7]=[CH:6][N:5]=[C:4]([N:8]2[C:16]3[CH2:15][C@@:14]4([CH3:18])[CH2:17][C@H:13]4[CH2:12][C:11]=3[C:10]([C:19](O)=[O:20])=[N:9]2)[CH:3]=1.[Cl-].[NH4+:23]. No catalyst specified. The product is [I:1][C:2]1[CH:7]=[CH:6][N:5]=[C:4]([N:8]2[C:16]3[CH2:15][C@@:14]4([CH3:18])[CH2:17][C@H:13]4[CH2:12][C:11]=3[C:10]([C:19]([NH2:23])=[O:20])=[N:9]2)[CH:3]=1.